This data is from Reaction yield outcomes from USPTO patents with 853,638 reactions. The task is: Predict the reaction yield, written as a fraction of the theoretical maximum amount of product (1.0 means a 100% yield; for example, 0.34 means a 34% yield). (1) The reactants are [CH2:1]([N:8]1[CH2:13][CH2:12][CH:11]([NH:14][C:15]2[NH:19][N:18]=[CH:17][N:16]=2)[CH2:10][CH2:9]1)[C:2]1[CH:7]=[CH:6][CH:5]=[CH:4][CH:3]=1.[C:20]([C:22]1[CH:27]=[CH:26][CH:25]=[CH:24][C:23]=1[C:28]1[CH:33]=[CH:32][C:31]([CH2:34][CH:35]([C:41](=O)[CH2:42][CH2:43][CH3:44])[C:36](OCC)=[O:37])=[CH:30][CH:29]=1)#[N:21]. The catalyst is ClC1C=CC(Cl)=CC=1Cl. The product is [CH2:1]([N:8]1[CH2:9][CH2:10][CH:11]([N:14]2[C:36](=[O:37])[C:35]([CH2:34][C:31]3[CH:32]=[CH:33][C:28]([C:23]4[C:22]([C:20]#[N:21])=[CH:27][CH:26]=[CH:25][CH:24]=4)=[CH:29][CH:30]=3)=[C:41]([CH2:42][CH2:43][CH3:44])[N:19]3[N:18]=[CH:17][N:16]=[C:15]23)[CH2:12][CH2:13]1)[C:2]1[CH:7]=[CH:6][CH:5]=[CH:4][CH:3]=1. The yield is 0.300. (2) The reactants are [CH3:1][C:2]1[CH:8]=[CH:7][C:5]([NH2:6])=[CH:4][C:3]=1[N+:9]([O-:11])=[O:10].[CH2:12]([N:14]([CH:18]([CH3:20])C)[CH:15]([CH3:17])C)[CH3:13].Cl[CH2:22][C:23]1C=C[CH:29]=[CH:28][C:24]=1[C:25](Cl)=[O:26].[CH3:32][N:33]1CCNCC1. The catalyst is O1CCCC1. The product is [CH3:1][C:2]1[CH:8]=[CH:7][C:5]([NH:6][C:25](=[O:26])[C:24]2[CH:28]=[CH:29][C:20]([CH2:18][N:14]3[CH2:12][CH2:13][N:33]([CH3:32])[CH2:17][CH2:15]3)=[CH:22][CH:23]=2)=[CH:4][C:3]=1[N+:9]([O-:11])=[O:10]. The yield is 0.950. (3) The reactants are [Cl:1][C:2]1[CH:11]=[CH:10][C:9]([NH2:12])=[C:8]2[C:3]=1[CH:4]=[CH:5][CH:6]=[N:7]2.[N:13]1[CH:18]=[CH:17][CH:16]=[C:15]([S:19](Cl)(=[O:21])=[O:20])[CH:14]=1. No catalyst specified. The product is [Cl:1][C:2]1[CH:11]=[CH:10][C:9]([NH:12][S:19]([C:15]2[CH:14]=[N:13][CH:18]=[CH:17][CH:16]=2)(=[O:21])=[O:20])=[C:8]2[C:3]=1[CH:4]=[CH:5][CH:6]=[N:7]2. The yield is 0.430. (4) The reactants are [C:1]([O:5][C:6]([N:8]1[CH2:13][CH2:12][N:11]([C:14]2C(=O)N(CC(C)C)N=C(C3C=CC(C)=C(F)C=3)[C:19]=2C)[CH2:10][CH2:9]1)=[O:7])([CH3:4])([CH3:3])[CH3:2].[F:34][C:35]1[CH:65]=[CH:64][C:38]([CH2:39][N:40]2[C:45](=[O:46])[C:44]([CH2:47]CCOS(C)(=O)=O)=[CH:43][C:42]([C:55]3[CH:60]=[CH:59][C:58]([O:61][CH3:62])=[C:57]([F:63])[CH:56]=3)=[N:41]2)=[CH:37][CH:36]=1.N1(C(OC(C)(C)C)=O)CCNCC1. No catalyst specified. The product is [C:1]([O:5][C:6]([N:8]1[CH2:13][CH2:12][N:11]([CH2:14][CH2:19][CH2:47][C:44]2[C:45](=[O:46])[N:40]([CH2:39][C:38]3[CH:64]=[CH:65][C:35]([F:34])=[CH:36][CH:37]=3)[N:41]=[C:42]([C:55]3[CH:60]=[CH:59][C:58]([O:61][CH3:62])=[C:57]([F:63])[CH:56]=3)[CH:43]=2)[CH2:10][CH2:9]1)=[O:7])([CH3:4])([CH3:3])[CH3:2]. The yield is 0.374. (5) The reactants are [CH3:1][S:2]([C:5]1[CH:6]=[C:7]([C:11]2[N:16]3[N:17]=[C:18]([NH:20][C:21]4[CH:28]=[CH:27][C:24]([CH:25]=O)=[CH:23][CH:22]=4)[N:19]=[C:15]3[CH:14]=[CH:13][CH:12]=2)[CH:8]=[CH:9][CH:10]=1)(=[O:4])=[O:3].[CH3:29][NH:30][CH3:31].C(O[BH-](OC(=O)C)OC(=O)C)(=O)C.[Na+]. The catalyst is ClCCl. The product is [CH3:29][N:30]([CH2:25][C:24]1[CH:27]=[CH:28][C:21]([NH:20][C:18]2[N:19]=[C:15]3[CH:14]=[CH:13][CH:12]=[C:11]([C:7]4[CH:8]=[CH:9][CH:10]=[C:5]([S:2]([CH3:1])(=[O:4])=[O:3])[CH:6]=4)[N:16]3[N:17]=2)=[CH:22][CH:23]=1)[CH3:31]. The yield is 0.370.